Task: Predict the product of the given reaction.. Dataset: Forward reaction prediction with 1.9M reactions from USPTO patents (1976-2016) (1) Given the reactants C[O:2][C:3]([C:5]1[N:6]=[CH:7][C:8]2[C:9](=[O:23])[N:10]([CH2:16][C:17]3[CH:22]=[CH:21][CH:20]=[CH:19][CH:18]=3)[CH:11]=[CH:12][C:13]=2[C:14]=1[OH:15])=O.[CH3:24][NH:25][CH3:26].O, predict the reaction product. The product is: [CH3:24][N:25]([CH3:26])[C:3]([C:5]1[N:6]=[CH:7][C:8]2[C:9](=[O:23])[N:10]([CH2:16][C:17]3[CH:18]=[CH:19][CH:20]=[CH:21][CH:22]=3)[CH:11]=[CH:12][C:13]=2[C:14]=1[OH:15])=[O:2]. (2) Given the reactants FC1C=C(F)C=CC=1NC1C=CC(C(C2C=C(N3C=C(CCO)N=N3)C=CC=2C)=O)=C(C)C=1.Br[C:35]1[CH:40]=[CH:39][C:38]([C:41]([C:43]2[CH:48]=[C:47]([N:49]3[CH:53]=[C:52]([CH2:54][CH2:55][OH:56])[N:51]=[N:50]3)[CH:46]=[CH:45][C:44]=2[CH3:57])=[O:42])=[C:37]([Cl:58])[CH:36]=1.[CH3:59][C:60]1[CH:61]=[C:62]([NH2:67])[CH:63]=[C:64]([CH3:66])[CH:65]=1, predict the reaction product. The product is: [Cl:58][C:37]1[CH:36]=[C:35]([NH:67][C:62]2[CH:63]=[C:64]([CH3:66])[CH:65]=[C:60]([CH3:59])[CH:61]=2)[CH:40]=[CH:39][C:38]=1[C:41]([C:43]1[CH:48]=[C:47]([N:49]2[CH:53]=[C:52]([CH2:54][CH2:55][OH:56])[N:51]=[N:50]2)[CH:46]=[CH:45][C:44]=1[CH3:57])=[O:42]. (3) Given the reactants O.NN.[NH2:4][C:5]1[N:10]=[C:9]([C:11]2[N:12]=[CH:13][N:14]([CH2:16][CH2:17][CH2:18][CH2:19][N:20]3C(=O)C4C(=CC=CC=4)C3=O)[CH:15]=2)[CH:8]=[CH:7][N:6]=1.ClCCl, predict the reaction product. The product is: [NH2:20][CH2:19][CH2:18][CH2:17][CH2:16][N:14]1[CH:15]=[C:11]([C:9]2[CH:8]=[CH:7][N:6]=[C:5]([NH2:4])[N:10]=2)[N:12]=[CH:13]1. (4) Given the reactants [CH2:1]([O:8][C:9]1[CH:18]=[C:17]2[C:12]([C:13](Cl)=[N:14][CH:15]=[N:16]2)=[CH:11][C:10]=1[O:20][CH3:21])[C:2]1[CH:7]=[CH:6][CH:5]=[CH:4][CH:3]=1.[OH:22][C:23]1[CH:24]=[C:25]2[C:29](=[CH:30][CH:31]=1)[NH:28][C:27]([CH3:32])=[CH:26]2, predict the reaction product. The product is: [CH2:1]([O:8][C:9]1[CH:18]=[C:17]2[C:12]([C:13]([O:22][C:23]3[CH:24]=[C:25]4[C:29](=[CH:30][CH:31]=3)[NH:28][C:27]([CH3:32])=[CH:26]4)=[N:14][CH:15]=[N:16]2)=[CH:11][C:10]=1[O:20][CH3:21])[C:2]1[CH:7]=[CH:6][CH:5]=[CH:4][CH:3]=1. (5) Given the reactants [H-].[Na+].[CH:3]1([CH2:6][OH:7])[CH2:5][CH2:4]1.F[C:9]1[CH:14]=[CH:13][C:12]([C:15]2[O:19][N:18]=[C:17]([C:20]3[CH:28]=[CH:27][C:23]4[NH:24][CH:25]=[N:26][C:22]=4[CH:21]=3)[N:16]=2)=[CH:11][C:10]=1[C:29]([F:32])([F:31])[F:30].[ClH:33].O1CCOCC1, predict the reaction product. The product is: [ClH:33].[CH:3]1([CH2:6][O:7][C:9]2[CH:14]=[CH:13][C:12]([C:15]3[O:19][N:18]=[C:17]([C:20]4[CH:28]=[CH:27][C:23]5[NH:24][CH:25]=[N:26][C:22]=5[CH:21]=4)[N:16]=3)=[CH:11][C:10]=2[C:29]([F:31])([F:32])[F:30])[CH2:5][CH2:4]1. (6) Given the reactants [CH3:1][O:2][C:3](=[O:16])[CH2:4][C:5]1[C:9]2[C:10]([OH:15])=[CH:11][C:12]([OH:14])=[CH:13][C:8]=2[S:7][CH:6]=1.CN(C=O)C.N1C=CN=C1.[CH:27]([Si:30](Cl)([CH:34]([CH3:36])[CH3:35])[CH:31]([CH3:33])[CH3:32])([CH3:29])[CH3:28], predict the reaction product. The product is: [CH3:1][O:2][C:3](=[O:16])[CH2:4][C:5]1[C:9]2[C:10]([OH:15])=[CH:11][C:12]([O:14][Si:30]([CH:34]([CH3:36])[CH3:35])([CH:31]([CH3:33])[CH3:32])[CH:27]([CH3:29])[CH3:28])=[CH:13][C:8]=2[S:7][CH:6]=1. (7) Given the reactants [N+:1]([C:4]1[CH:12]=[C:11]([C:13]([F:16])([F:15])[F:14])[CH:10]=[CH:9][C:5]=1[C:6]([OH:8])=[O:7])([O-])=O.C(Cl)Cl.CO, predict the reaction product. The product is: [NH2:1][C:4]1[CH:12]=[C:11]([C:13]([F:14])([F:15])[F:16])[CH:10]=[CH:9][C:5]=1[C:6]([OH:8])=[O:7].